From a dataset of Forward reaction prediction with 1.9M reactions from USPTO patents (1976-2016). Predict the product of the given reaction. Given the reactants Cl.[Cl:2][C:3]1[CH:4]=[C:5]([N:9]2[C:13]([CH2:14][NH2:15])=[CH:12][C:11]([C:16]([F:19])([F:18])[F:17])=[N:10]2)[CH:6]=[CH:7][CH:8]=1.C(N(CC)CC)C.[CH3:27][O:28][CH2:29][CH2:30][N:31]([CH3:48])[C:32]1[N:37]=[CH:36][C:35]([NH:38][C:39](=O)[O:40]C2C=CC=CC=2)=[CH:34][CH:33]=1, predict the reaction product. The product is: [Cl:2][C:3]1[CH:4]=[C:5]([N:9]2[C:13]([CH2:14][NH:15][C:39]([NH:38][C:35]3[CH:36]=[N:37][C:32]([N:31]([CH2:30][CH2:29][O:28][CH3:27])[CH3:48])=[CH:33][CH:34]=3)=[O:40])=[CH:12][C:11]([C:16]([F:17])([F:18])[F:19])=[N:10]2)[CH:6]=[CH:7][CH:8]=1.